From a dataset of Forward reaction prediction with 1.9M reactions from USPTO patents (1976-2016). Predict the product of the given reaction. (1) Given the reactants [N:1]1([C:7]2[N:12]=[C:11]([C:13]([O:15]CC)=O)[CH:10]=[CH:9][CH:8]=2)[CH2:6][CH2:5][O:4][CH2:3][CH2:2]1.[NH3:18], predict the reaction product. The product is: [N:1]1([C:7]2[N:12]=[C:11]([C:13]([NH2:18])=[O:15])[CH:10]=[CH:9][CH:8]=2)[CH2:2][CH2:3][O:4][CH2:5][CH2:6]1. (2) Given the reactants CC(OC1C=C2C(=CC=1)N(CC1SC(C3C=CC(C(F)(F)F)=CC=3)=NC=1C)C=C2)(C)C(O)=O.C([O:36][C:37](=[O:69])[C:38]([CH3:68])([O:40][C:41]1[CH:42]=[C:43]2[C:47](=[CH:48][CH:49]=1)[N:46]([CH2:50][CH2:51][C:52]1[S:56][C:55]([C:57]3[CH:62]=[CH:61][C:60]([C:63]([F:66])([F:65])[F:64])=[CH:59][CH:58]=3)=[N:54][C:53]=1[CH3:67])[CH:45]=[CH:44]2)[CH3:39])C, predict the reaction product. The product is: [CH3:68][C:38]([O:40][C:41]1[CH:42]=[C:43]2[C:47](=[CH:48][CH:49]=1)[N:46]([CH2:50][CH2:51][C:52]1[S:56][C:55]([C:57]3[CH:58]=[CH:59][C:60]([C:63]([F:66])([F:65])[F:64])=[CH:61][CH:62]=3)=[N:54][C:53]=1[CH3:67])[CH:45]=[CH:44]2)([CH3:39])[C:37]([OH:69])=[O:36]. (3) The product is: [C:28]([O:27][C:25]([C@@H:22]([NH:21][C:20]([C@H:12]([NH2:11])[C:13]1[CH:14]=[CH:15][C:16]([OH:19])=[CH:17][CH:18]=1)=[O:32])[CH2:23][CH3:24])=[O:26])([CH3:29])([CH3:30])[CH3:31]. Given the reactants C(OC([NH:11][C@@H:12]([C:20](=[O:32])[NH:21][C@H:22]([C:25]([O:27][C:28]([CH3:31])([CH3:30])[CH3:29])=[O:26])[CH2:23][CH3:24])[C:13]1[CH:18]=[CH:17][C:16]([OH:19])=[CH:15][CH:14]=1)=O)C1C=CC=CC=1.CS(O)(=O)=O, predict the reaction product. (4) The product is: [Br:1][C:2]1[CH2:3][N:4]([CH2:22][C:23]2[CH:28]=[CH:27][C:26]([O:29][CH3:30])=[CH:25][C:24]=2[O:31][CH3:32])[C:5](=[O:6])[C@H:7]([NH:11][C:12](=[O:21])[O:13][CH2:14][C:15]2[CH:20]=[CH:19][CH:18]=[CH:17][CH:16]=2)[CH2:8][CH:9]=1. Given the reactants [Br:1][C:2](=C)[CH2:3][N:4]([CH2:22][C:23]1[CH:28]=[CH:27][C:26]([O:29][CH3:30])=[CH:25][C:24]=1[O:31][CH3:32])[C:5]([C@H:7]([NH:11][C:12](=[O:21])[O:13][CH2:14][C:15]1[CH:20]=[CH:19][CH:18]=[CH:17][CH:16]=1)[CH2:8][CH:9]=C)=[O:6], predict the reaction product. (5) The product is: [Cl:14][C:6]1[CH:7]=[CH:8][C:9]([N+:11]([O-:13])=[O:12])=[CH:10][C:5]=1[O:4][CH2:3][CH2:2][N:28]1[CH2:29][CH2:30][C:31]2[C:36](=[CH:35][C:34]([O:37][CH3:38])=[C:33]([O:39][CH3:40])[CH:32]=2)[CH:27]1[CH2:26][CH2:25][C:19]1[CH:20]=[CH:21][C:22]([O:23][CH3:24])=[C:17]([O:16][CH3:15])[CH:18]=1. Given the reactants Br[CH2:2][CH2:3][O:4][C:5]1[CH:10]=[C:9]([N+:11]([O-:13])=[O:12])[CH:8]=[CH:7][C:6]=1[Cl:14].[CH3:15][O:16][C:17]1[CH:18]=[C:19]([CH2:25][CH2:26][CH:27]2[C:36]3[C:31](=[CH:32][C:33]([O:39][CH3:40])=[C:34]([O:37][CH3:38])[CH:35]=3)[CH2:30][CH2:29][NH:28]2)[CH:20]=[CH:21][C:22]=1[O:23][CH3:24].N1C=CC=CC=1, predict the reaction product. (6) Given the reactants [CH:1](=O)[CH2:2][CH3:3].C(=[O:10])CC(C)C.N1CCC[C@H]1C(O)=O.[CH:19](=[O:23])[CH:20]([CH3:22])[CH3:21], predict the reaction product. The product is: [OH:23][C@@H:19]([CH:2]([CH3:3])[CH3:1])[C@H:20]([CH3:22])[CH:21]=[O:10]. (7) Given the reactants C([O:3][C:4]([C:6]1[N:10]([CH2:11][C:12]2[CH:17]=[CH:16][C:15]([C:18]([F:21])([F:20])[F:19])=[CH:14][C:13]=2[Cl:22])[N:9]=[C:8]([C:23]([CH3:26])([CH3:25])[CH3:24])[CH:7]=1)=O)C.[H-].C([Al+]CC(C)C)C(C)C.O.O.O.O.O.O.O.O.O.O.[O-]S([O-])(=O)=O.[Na+].[Na+], predict the reaction product. The product is: [C:23]([C:8]1[CH:7]=[C:6]([CH2:4][OH:3])[N:10]([CH2:11][C:12]2[CH:17]=[CH:16][C:15]([C:18]([F:21])([F:20])[F:19])=[CH:14][C:13]=2[Cl:22])[N:9]=1)([CH3:26])([CH3:24])[CH3:25].